Dataset: Peptide-MHC class II binding affinity with 134,281 pairs from IEDB. Task: Regression. Given a peptide amino acid sequence and an MHC pseudo amino acid sequence, predict their binding affinity value. This is MHC class II binding data. (1) The peptide sequence is KLVLDIKYTRPGDSL. The MHC is DRB1_1501 with pseudo-sequence DRB1_1501. The binding affinity (normalized) is 0.339. (2) The peptide sequence is AFKVAATAANAAPAS. The MHC is HLA-DPA10103-DPB10301 with pseudo-sequence HLA-DPA10103-DPB10301. The binding affinity (normalized) is 0.824.